Dataset: Reaction yield outcomes from USPTO patents with 853,638 reactions. Task: Predict the reaction yield, written as a fraction of the theoretical maximum amount of product (1.0 means a 100% yield; for example, 0.34 means a 34% yield). The reactants are C1(C)C=CC(S([N:10]2[CH2:16][CH:15]([N:17]([CH3:19])[CH3:18])[CH2:14][N:13](S(C3C=CC(C)=CC=3)(=O)=O)[CH2:12][CH2:11]2)(=O)=O)=CC=1.C1(O)C=CC=CC=1.[BrH:38]. The catalyst is C(O)(=O)C. The product is [BrH:38].[BrH:38].[BrH:38].[CH3:18][N:17]([CH:15]1[CH2:14][NH:13][CH2:12][CH2:11][NH:10][CH2:16]1)[CH3:19]. The yield is 0.910.